From a dataset of Catalyst prediction with 721,799 reactions and 888 catalyst types from USPTO. Predict which catalyst facilitates the given reaction. (1) The catalyst class is: 2. Reactant: [NH2:1][C:2]1[N:10]=[CH:9][N:8]=[C:7]2[C:3]=1[N:4]([C:29]1[CH:34]=[CH:33][C:32]([O:35][C:36]3[CH:41]=[CH:40][CH:39]=[CH:38][CH:37]=3)=[CH:31][CH:30]=1)[C:5](=[O:28])[N:6]2[C:11]1[CH:27]=[CH:26][C:14]2[O:15][CH2:16][CH2:17][N:18](C(OC(C)(C)C)=O)[C:13]=2[CH:12]=1.C(O)(C(F)(F)F)=O. Product: [NH2:1][C:2]1[N:10]=[CH:9][N:8]=[C:7]2[C:3]=1[N:4]([C:29]1[CH:30]=[CH:31][C:32]([O:35][C:36]3[CH:41]=[CH:40][CH:39]=[CH:38][CH:37]=3)=[CH:33][CH:34]=1)[C:5](=[O:28])[N:6]2[C:11]1[CH:27]=[CH:26][C:14]2[O:15][CH2:16][CH2:17][NH:18][C:13]=2[CH:12]=1. (2) The catalyst class is: 2. Product: [Br:1][C:2]1[C:3]([C:23]([CH3:31])([CH3:30])[O:24][SiH2:25][C:26]([CH3:29])([CH3:28])[CH3:27])=[C:4]([N:8]2[CH:17]=[CH:16][C:15]3[C:10](=[CH:11][CH:12]=[C:13]([CH:19]4[CH2:20][CH2:21]4)[CH:14]=3)[C:9]2=[O:22])[CH:5]=[CH:6][CH:7]=1. Reactant: [Br:1][C:2]1[C:3]([C:23]([CH3:31])([CH3:30])[O:24][SiH2:25][C:26]([CH3:29])([CH3:28])[CH3:27])=[C:4]([N:8]2[CH:17](O)[CH2:16][C:15]3[C:10](=[CH:11][CH:12]=[C:13]([CH:19]4[CH2:21][CH2:20]4)[CH:14]=3)[C:9]2=[O:22])[CH:5]=[CH:6][CH:7]=1.C(N(CC)CC)C.CS(Cl)(=O)=O. (3) Reactant: [CH3:1][O:2][C:3](=[O:12])[CH2:4][C:5]1[CH:10]=[CH:9][CH:8]=[CH:7][C:6]=1[OH:11].C(NC(C)C)(C)C.C1C(=O)N([Br:27])C(=O)C1.Cl. Product: [CH3:1][O:2][C:3](=[O:12])[CH2:4][C:5]1[CH:10]=[CH:9][CH:8]=[C:7]([Br:27])[C:6]=1[OH:11]. The catalyst class is: 2. (4) Reactant: [Cl:1][CH2:2][CH2:3][CH2:4][CH2:5][C:6]([NH:8][NH:9][C:10]1[CH:15]=[CH:14][CH:13]=[CH:12][CH:11]=1)=[O:7].C([O-])([O-])=O.[Na+].[Na+].Cl[C:23](=[O:30])[CH2:24][C:25]([O:27][CH2:28][CH3:29])=[O:26]. Product: [Cl:1][CH2:2][CH2:3][CH2:4][CH2:5][C:6]([NH:8][N:9]([C:23](=[O:30])[CH2:24][C:25]([O:27][CH2:28][CH3:29])=[O:26])[C:10]1[CH:15]=[CH:14][CH:13]=[CH:12][CH:11]=1)=[O:7]. The catalyst class is: 2. (5) Reactant: [CH2:1]([NH:19][CH2:20][CH2:21][CH2:22][CH2:23][CH2:24][CH2:25][CH2:26][CH2:27][CH2:28][CH2:29][CH2:30][CH2:31][CH2:32][CH2:33][CH2:34][CH2:35][CH2:36][CH3:37])[CH2:2][CH2:3][CH2:4][CH2:5][CH2:6][CH2:7][CH2:8][CH2:9][CH2:10][CH2:11][CH2:12][CH2:13][CH2:14][CH2:15][CH2:16][CH2:17][CH3:18].[C:38]1(=[O:45])[O:44][C:42](=[O:43])[CH2:41][O:40][CH2:39]1. Product: [N:19]([C:42]([CH2:41][O:40][CH2:39][C:38]([OH:45])=[O:44])=[O:43])([CH2:1][CH2:2][CH2:3][CH2:4][CH2:5][CH2:6][CH2:7][CH2:8][CH2:9][CH2:10][CH2:11][CH2:12][CH2:13][CH2:14][CH2:15][CH2:16][CH2:17][CH3:18])[CH2:20][CH2:21][CH2:22][CH2:23][CH2:24][CH2:25][CH2:26][CH2:27][CH2:28][CH2:29][CH2:30][CH2:31][CH2:32][CH2:33][CH2:34][CH2:35][CH2:36][CH3:37]. The catalyst class is: 11. (6) The catalyst class is: 3. Product: [CH3:26][N:10]1[C@:11]2([CH2:25][C:16]3=[N:17][CH:18]=[C:19]([C:21]([NH:31][C@H:32]4[CH2:37][C@@H:36]([C:38]5[C:43]([F:44])=[CH:42][CH:41]=[C:40]([F:45])[C:39]=5[F:46])[C@@H:35]([CH3:47])[N:34]([CH2:48][C:49]([F:52])([F:51])[F:50])[C:33]4=[O:53])=[O:22])[CH:20]=[C:15]3[CH2:14]2)[C:12](=[O:13])[NH:8][C:9]1=[O:27]. Reactant: COC1C=CC(C[N:8]2[C:12](=[O:13])[C:11]3([CH2:25][C:16]4=[N:17][CH:18]=[C:19]([C:21](OC)=[O:22])[CH:20]=[C:15]4[CH2:14]3)[N:10]([CH3:26])[C:9]2=[O:27])=CC=1.Cl.[NH2:31][C@H:32]1[CH2:37][C@@H:36]([C:38]2[C:43]([F:44])=[CH:42][CH:41]=[C:40]([F:45])[C:39]=2[F:46])[C@@H:35]([CH3:47])[N:34]([CH2:48][C:49]([F:52])([F:51])[F:50])[C:33]1=[O:53].C1C=CC2N(O)N=NC=2C=1.C(Cl)CCl.C(N(CC)C(C)C)(C)C.C(=O)(O)[O-].[Na+].